This data is from Experimentally validated miRNA-target interactions with 360,000+ pairs, plus equal number of negative samples. The task is: Binary Classification. Given a miRNA mature sequence and a target amino acid sequence, predict their likelihood of interaction. The miRNA is mmu-miR-124-3p with sequence UAAGGCACGCGGUGAAUGCC. The protein sequence of the target gene is MRLARLLRGGTSVRPLCAVPCASRSLASASASGSGPASELGVPGQVDFYARFSPSPLSMKQFLDFGSVNACEKTSFMFLRQELPVRLANIMKEISLLPDNLLRTPSVQLVQSWYIQSLQELLDFKDKSAEDAKTIYEFTDTVIRIRNRHNDVIPTMAQGVTEYKESFGVDPVTSQNVQYFLDRFYMSRISIRMLLNQHSLLFGGKGSPSHRKHIGSINPNCDVVEVIKDGYENARRLCDLYYVNSPELELEELNAKSPGQTIQVVYVPSHLYHMVFELFKNAMRATMEHHADKGVYPPIQ.... Result: 1 (interaction).